Task: Predict the reactants needed to synthesize the given product.. Dataset: Retrosynthesis with 50K atom-mapped reactions and 10 reaction types from USPTO (1) Given the product COC(=O)c1ccc2sc(C)c(C(O)c3ccc(Cl)cc3Cl)c2c1, predict the reactants needed to synthesize it. The reactants are: COC(=O)c1ccc2sc(C)c(C(=O)c3ccc(Cl)cc3Cl)c2c1. (2) The reactants are: CCN1CCC(NC(=O)c2cc(OC)c(N)cc2F)CC1.CN1C(=O)C2(CC2)CN(C2CCCCC2)c2nc(Cl)ncc21. Given the product CCN1CCC(NC(=O)c2cc(OC)c(Nc3ncc4c(n3)N(C3CCCCC3)CC3(CC3)C(=O)N4C)cc2F)CC1, predict the reactants needed to synthesize it. (3) Given the product CN(CCOc1cccc2[nH]ccc12)C(=O)OC(C)(C)C, predict the reactants needed to synthesize it. The reactants are: CN(CCO)C(=O)OC(C)(C)C.Oc1cccc2[nH]ccc12. (4) Given the product CC(C)n1nc(-c2sc(C(=O)NC3CC3)nc2-c2cccc(Cl)c2)ccc1=O, predict the reactants needed to synthesize it. The reactants are: CCOC(=O)c1nc(-c2cccc(Cl)c2)c(-c2ccc(=O)n(C(C)C)n2)s1.NC1CC1. (5) Given the product COc1ccc(Cn2cc3c(n2)CCCCc2sc(Nc4nccc(C)n4)nc2-3)cc1, predict the reactants needed to synthesize it. The reactants are: COc1ccc(Cn2cc3c(n2)CCCCC(Br)C3=O)cc1.Cc1ccnc(NC(N)=S)n1. (6) Given the product O=C(Cc1c(C(=O)c2ccccc2)[nH]c2cc(Cl)ccc12)NCCO, predict the reactants needed to synthesize it. The reactants are: NCCO.O=C(O)Cc1c(C(=O)c2ccccc2)[nH]c2cc(Cl)ccc12.